From a dataset of Reaction yield outcomes from USPTO patents with 853,638 reactions. Predict the reaction yield, written as a fraction of the theoretical maximum amount of product (1.0 means a 100% yield; for example, 0.34 means a 34% yield). (1) The reactants are [CH:1](=O)[CH2:2][CH3:3].[NH2:5][C:6]1[S:7][C:8]([S:11]([C:14]2[CH:19]=[CH:18][C:17]([N+:20]([O-:22])=[O:21])=[CH:16][CH:15]=2)(=[O:13])=[O:12])=[CH:9][N:10]=1.CO[C:25](=[O:36])[C:26](=[O:35])[CH2:27][C:28]([C:30]1[O:31][CH:32]=[CH:33][CH:34]=1)=[O:29]. No catalyst specified. The product is [CH2:2]([CH:3]1[N:5]([C:6]2[S:7][C:8]([S:11]([C:14]3[CH:15]=[CH:16][C:17]([N+:20]([O-:22])=[O:21])=[CH:18][CH:19]=3)(=[O:12])=[O:13])=[CH:9][N:10]=2)[C:25](=[O:36])[C:26]([OH:35])=[C:27]1[C:28]([C:30]1[O:31][CH:32]=[CH:33][CH:34]=1)=[O:29])[CH3:1]. The yield is 0.250. (2) The reactants are [CH3:1][N:2]1[C:6]2=[C:7]([N:11]([C@@H:29]3[CH2:34][CH2:33][CH2:32][N:31]([C:35]([O:37][C:38]([CH3:41])([CH3:40])[CH3:39])=[O:36])[CH2:30]3)[C:12](=[O:28])[C:13]3[CH:18]=[CH:17][C:16](B4OC(C)(C)C(C)(C)O4)=[CH:15][CH:14]=3)[N:8]=[CH:9][CH:10]=[C:5]2[CH:4]=[CH:3]1.Br[C:43]1[CH:44]=[N:45][N:46]([CH3:53])[C:47]=1[C:48]([O:50][CH2:51][CH3:52])=[O:49].C([O-])([O-])=O.[Cs+].[Cs+]. The catalyst is O1CCOCC1.C1C=CC(P(C2C=CC=CC=2)[C-]2C=CC=C2)=CC=1.C1C=CC(P(C2C=CC=CC=2)[C-]2C=CC=C2)=CC=1.Cl[Pd]Cl.[Fe+2]. The product is [CH2:51]([O:50][C:48]([C:47]1[N:46]([CH3:53])[N:45]=[CH:44][C:43]=1[C:16]1[CH:17]=[CH:18][C:13]([C:12]([N:11]([C@@H:29]2[CH2:34][CH2:33][CH2:32][N:31]([C:35]([O:37][C:38]([CH3:39])([CH3:40])[CH3:41])=[O:36])[CH2:30]2)[C:7]2[N:8]=[CH:9][CH:10]=[C:5]3[CH:4]=[CH:3][N:2]([CH3:1])[C:6]=23)=[O:28])=[CH:14][CH:15]=1)=[O:49])[CH3:52]. The yield is 0.860. (3) The reactants are [Cl:1][C:2]1[N:3]=[N:4][C:5]([C:8]2[CH:9]=[N:10][NH:11][CH:12]=2)=[CH:6][CH:7]=1.Br[CH:14]([CH3:16])[CH3:15].[C:17](=O)([O-])[O-:18].[Cs+].[Cs+].CN(C=O)C. The catalyst is O. The product is [Cl:1][C:2]1[N:3]=[N:4][C:5]([C:8]2[CH:9]=[N:10][N:11]([CH:14]3[CH2:16][CH2:17][O:18][CH2:15]3)[CH:12]=2)=[CH:6][CH:7]=1. The yield is 0.850. (4) The reactants are CC(C)(OC([NH:7][CH2:8][CH2:9][C@H:10]([OH:15])[C:11]([O:13][CH3:14])=[O:12])=O)C.[Cl:17][C:18]1[CH:25]=[CH:24][C:21]([C:22]#[N:23])=[C:20]([OH:26])[CH:19]=1.C1(P(C2C=CC=CC=2)C2C=CC=CC=2)C=CC=CC=1.N(C(OCC)=O)=NC(OCC)=O. The catalyst is O1CCCC1. The product is [C:10]([OH:15])(=[O:26])[C:11]([OH:13])=[O:12].[NH2:7][CH2:8][CH2:9][C@@H:10]([O:15][C:24]1[CH:25]=[C:18]([Cl:17])[CH:19]=[CH:20][C:21]=1[C:22]#[N:23])[CH2:11][O:13][CH3:14]. The yield is 0.690. (5) The reactants are [CH3:1][O:2][C:3]1[C:12]([NH:13][C:14](=[O:18])OCC)=[N:11][C:10]2[C:5](=[CH:6][CH:7]=[C:8]([CH3:19])[CH:9]=2)[N:4]=1.[CH3:20][O:21][C:22]1[CH:23]=[C:24]([N:30]2[CH2:35][CH2:34][NH:33][CH2:32][CH2:31]2)[CH:25]=[C:26]([O:28][CH3:29])[CH:27]=1. No catalyst specified. The product is [CH3:1][O:2][C:3]1[C:12]([NH:13][C:14]([N:33]2[CH2:32][CH2:31][N:30]([C:24]3[CH:23]=[C:22]([O:21][CH3:20])[CH:27]=[C:26]([O:28][CH3:29])[CH:25]=3)[CH2:35][CH2:34]2)=[O:18])=[N:11][C:10]2[C:5](=[CH:6][CH:7]=[C:8]([CH3:19])[CH:9]=2)[N:4]=1. The yield is 0.940. (6) The reactants are [CH3:1][O:2][C:3](=[O:12])[C:4]1[CH:9]=[C:8]([NH2:10])[CH:7]=[CH:6][C:5]=1[OH:11].Cl.Cl[CH2:15][CH2:16][N:17]1[CH2:21][CH2:20][CH2:19][CH2:18]1.C(=O)([O-])[O-].[Cs+].[Cs+].O. The catalyst is CN(C=O)C. The product is [CH3:1][O:2][C:3](=[O:12])[C:4]1[CH:9]=[C:8]([NH2:10])[CH:7]=[CH:6][C:5]=1[O:11][CH2:15][CH2:16][N:17]1[CH2:21][CH2:20][CH2:19][CH2:18]1. The yield is 0.130. (7) The reactants are [CH3:1][C:2]1[CH:23]=[C:22]([N+:24]([O-])=O)[CH:21]=[CH:20][C:3]=1[O:4][C:5]1[CH:10]=[CH:9][N:8]=[C:7]([NH:11][C:12]([N:14]2[CH2:19][CH2:18][O:17][CH2:16][CH2:15]2)=[O:13])[CH:6]=1.[Cl-].[NH4+].O. The catalyst is C(O)C.C(OCC)(=O)C.C(OCC)C.[Fe]. The product is [NH2:24][C:22]1[CH:21]=[CH:20][C:3]([O:4][C:5]2[CH:10]=[CH:9][N:8]=[C:7]([NH:11][C:12]([N:14]3[CH2:19][CH2:18][O:17][CH2:16][CH2:15]3)=[O:13])[CH:6]=2)=[C:2]([CH3:1])[CH:23]=1. The yield is 0.261. (8) The reactants are [CH3:1][O:2][C:3]1[CH:4]=[C:5]([NH2:15])[CH:6]=[CH:7][C:8]=1[N:9]1[CH:13]=[C:12]([CH3:14])[N:11]=[CH:10]1.Cl[C:17]1[N:22]=[C:21]([CH3:23])[CH:20]=[C:19]([O:24][C:25]2[CH:30]=[CH:29][C:28]([O:31][C:32]([F:35])([F:34])[F:33])=[CH:27][CH:26]=2)[N:18]=1. No catalyst specified. The product is [CH3:1][O:2][C:3]1[CH:4]=[C:5]([NH:15][C:17]2[N:22]=[C:21]([CH3:23])[CH:20]=[C:19]([O:24][C:25]3[CH:26]=[CH:27][C:28]([O:31][C:32]([F:33])([F:34])[F:35])=[CH:29][CH:30]=3)[N:18]=2)[CH:6]=[CH:7][C:8]=1[N:9]1[CH:13]=[C:12]([CH3:14])[N:11]=[CH:10]1. The yield is 0.130. (9) The reactants are Br[C:2]1[CH:7]=[CH:6][C:5]([C:8](=[C:16]2[CH2:23][CH2:22][CH2:21]CC[CH2:18][CH2:17]2)[C:9]2[CH:14]=[CH:13][C:12]([OH:15])=[CH:11][CH:10]=2)=[CH:4][CH:3]=1.[CH3:24][C:25]1[C:29](B(O)O)=[C:28]([CH3:33])[O:27][N:26]=1.[C:34]([O-])([O-])=O.[Na+].[Na+]. The catalyst is Cl[Pd](Cl)([P](C1C=CC=CC=1)(C1C=CC=CC=1)C1C=CC=CC=1)[P](C1C=CC=CC=1)(C1C=CC=CC=1)C1C=CC=CC=1.C1COCC1.O. The product is [C:5]1(=[C:8]([C:16]2[CH:23]=[CH:22][C:21]([C:29]3[C:25]([CH3:24])=[N:26][O:27][C:28]=3[CH3:33])=[CH:18][CH:17]=2)[C:9]2[CH:10]=[CH:11][C:12]([OH:15])=[CH:13][CH:14]=2)[CH2:6][CH2:7][CH2:2][CH2:3][CH2:34][CH2:4]1. The yield is 0.780. (10) The reactants are P(Cl)(Cl)(Cl)=O.[Br:6][C:7]1[CH:15]=[CH:14][CH:13]=[C:12]2[C:8]=1[CH:9]=[C:10]([C:16]([NH2:18])=O)[NH:11]2.C([O-])([O-])=O.[Na+].[Na+]. The catalyst is C1(C)C=CC=CC=1. The product is [Br:6][C:7]1[CH:15]=[CH:14][CH:13]=[C:12]2[C:8]=1[CH:9]=[C:10]([C:16]#[N:18])[NH:11]2. The yield is 0.820.